Dataset: Catalyst prediction with 721,799 reactions and 888 catalyst types from USPTO. Task: Predict which catalyst facilitates the given reaction. (1) Reactant: [NH2:1][C:2]1[CH:3]=[C:4]2[C:8](=[CH:9][CH:10]=1)[N:7]([C:11]([CH3:14])([CH3:13])[CH3:12])[C:6](=[O:15])[CH2:5]2.[CH3:16][O:17][C:18]([C@@H:20]1[O:22][CH2:21]1)=[O:19].FC(F)(F)S([O-])(=O)=O.[Li+]. Product: [CH3:16][O:17][C:18](=[O:19])[C@H:20]([OH:22])[CH2:21][NH:1][C:2]1[CH:3]=[C:4]2[C:8](=[CH:9][CH:10]=1)[N:7]([C:11]([CH3:12])([CH3:14])[CH3:13])[C:6](=[O:15])[CH2:5]2. The catalyst class is: 115. (2) Reactant: [CH2:1]([O:8][NH:9][C:10]([C@@H:12]1[N:17]([S:18]([C:21]2[CH:26]=[CH:25][C:24]([O:27][CH3:28])=[CH:23][CH:22]=2)(=[O:20])=[O:19])[CH2:16][C@@H:15]2[O:29][C:30]([CH3:33])([CH3:32])[O:31][C@@H:14]2[C@H:13]1[O:34]C(=O)C)=[O:11])[C:2]1[CH:7]=[CH:6][CH:5]=[CH:4][CH:3]=1.C[O-].[Na+].C(OCC)(=O)C. The catalyst class is: 5. Product: [CH2:1]([O:8][NH:9][C:10]([C@@H:12]1[N:17]([S:18]([C:21]2[CH:26]=[CH:25][C:24]([O:27][CH3:28])=[CH:23][CH:22]=2)(=[O:20])=[O:19])[CH2:16][C@@H:15]2[O:29][C:30]([CH3:32])([CH3:33])[O:31][C@H:14]2[C@H:13]1[OH:34])=[O:11])[C:2]1[CH:3]=[CH:4][CH:5]=[CH:6][CH:7]=1. (3) Reactant: [CH:1]1[C:10]2[C:5](=[CH:6][CH:7]=[CH:8][CH:9]=2)[CH:4]=[CH:3][C:2]=1[SH:11].Cl[CH2:13][CH2:14][CH2:15][CH2:16][OH:17].C(N(CC)CC)C.O. The catalyst class is: 21. Product: [CH:1]1[C:10]2[C:5](=[CH:6][CH:7]=[CH:8][CH:9]=2)[CH:4]=[CH:3][C:2]=1[S:11][CH2:13][CH2:14][CH2:15][CH2:16][OH:17]. (4) Reactant: [C:1]([N:8]1[CH:12]=[CH:11]N=C1)([N:3]1[CH:7]=[CH:6]N=C1)=[O:2].[F:13][C:14]([F:24])([F:23])[O:15][C:16]1[CH:17]=C(C=[CH:21][CH:22]=1)N.NC1C=[CH:42][C:29]([O:30][C:31]2[CH:36]=[CH:35][N:34]=[C:33]([NH:37][CH2:38][CH2:39][CH2:40][OH:41])[N:32]=2)=[CH:28][CH:27]=1. Product: [OH:41][CH2:40][CH2:39][CH2:38][NH:37][C:33]1[N:32]=[C:31]([O:30][C:29]2[CH:42]=[CH:11][C:12]([NH:8][C:1]([NH:3][C:7]3[CH:6]=[CH:21][CH:22]=[C:16]([O:15][C:14]([F:13])([F:23])[F:24])[CH:17]=3)=[O:2])=[CH:27][CH:28]=2)[CH:36]=[CH:35][N:34]=1. The catalyst class is: 4. (5) Reactant: Cl.[CH3:2][CH:3]([NH:12][C:13](=[O:15])[CH3:14])[CH2:4][CH2:5][CH:6]1[CH2:11][CH2:10][NH:9][CH2:8][CH2:7]1.Cl[C:17]1[O:18][C:19]2[CH:25]=[C:24]([OH:26])[CH:23]=[CH:22][C:20]=2[N:21]=1.C(N(CC)C(C)C)(C)C. Product: [OH:26][C:24]1[CH:23]=[CH:22][C:20]2[N:21]=[C:17]([N:9]3[CH2:8][CH2:7][CH:6]([CH2:5][CH2:4][CH:3]([NH:12][C:13](=[O:15])[CH3:14])[CH3:2])[CH2:11][CH2:10]3)[O:18][C:19]=2[CH:25]=1. The catalyst class is: 3. (6) Reactant: [CH:1]1([N:6]2[C:14]3[CH:13]=[C:12]([C:15]4[CH:16]=[N:17][C:18]([CH:21]=O)=[CH:19][CH:20]=4)[CH:11]=[C:10]([C:23]([NH:25][CH2:26][C:27]4[C:28](=[O:35])[NH:29][C:30]([CH3:34])=[CH:31][C:32]=4[CH3:33])=[O:24])[C:9]=3[CH:8]=[N:7]2)[CH2:5][CH2:4][CH2:3][CH2:2]1.C(O)(=O)C.[NH:40]1[CH2:45][CH2:44][O:43][CH2:42][CH2:41]1.[BH3-]C#N.[Na+]. Product: [CH:1]1([N:6]2[C:14]3[CH:13]=[C:12]([C:15]4[CH:16]=[N:17][C:18]([CH2:21][N:40]5[CH2:45][CH2:44][O:43][CH2:42][CH2:41]5)=[CH:19][CH:20]=4)[CH:11]=[C:10]([C:23]([NH:25][CH2:26][C:27]4[C:28](=[O:35])[NH:29][C:30]([CH3:34])=[CH:31][C:32]=4[CH3:33])=[O:24])[C:9]=3[CH:8]=[N:7]2)[CH2:2][CH2:3][CH2:4][CH2:5]1. The catalyst class is: 5. (7) Reactant: [CH3:1][O:2][C:3]([C@H:5]1[N:10]([CH2:11][CH2:12][CH2:13][C:14](OC(C)(C)C)=[O:15])[C:9](=[O:21])[CH:8]([CH3:22])[N:7]([C:23]([O:25][CH2:26][C:27]2[CH:32]=[CH:31][CH:30]=[CH:29][CH:28]=2)=[O:24])[CH2:6]1)=[O:4].Cl.CN(C(ON1N=NC2C=CC=NC1=2)=[N+](C)C)C.F[P-](F)(F)(F)(F)F.Cl.[CH2:59]1[C:61]2([CH2:66][CH2:65][NH:64][CH2:63][C@H:62]2[OH:67])[CH2:60]1.C(N(CC)CC)C. Product: [CH3:1][O:2][C:3]([C@H:5]1[N:10]([CH2:11][CH2:12][CH2:13][C:14]([N:64]2[CH2:65][CH2:66][C:61]3([CH2:59][CH2:60]3)[C@H:62]([OH:67])[CH2:63]2)=[O:15])[C:9](=[O:21])[CH:8]([CH3:22])[N:7]([C:23]([O:25][CH2:26][C:27]2[CH:28]=[CH:29][CH:30]=[CH:31][CH:32]=2)=[O:24])[CH2:6]1)=[O:4]. The catalyst class is: 118. (8) Reactant: [Cl:1][C:2]1[N:7]=[C:6]([Cl:8])[C:5]([CH:9]=[O:10])=[C:4]([NH:11][C:12]2[CH:17]=[CH:16][CH:15]=[CH:14][C:13]=2[S:18]([CH:21]([CH3:23])[CH3:22])(=[O:20])=[O:19])[N:3]=1.[C:24]1([Mg]Br)[CH:29]=[CH:28][CH:27]=[CH:26][CH:25]=1.[NH4+].[Cl-]. Product: [Cl:1][C:2]1[N:7]=[C:6]([Cl:8])[C:5]([CH:9]([C:24]2[CH:29]=[CH:28][CH:27]=[CH:26][CH:25]=2)[OH:10])=[C:4]([NH:11][C:12]2[CH:17]=[CH:16][CH:15]=[CH:14][C:13]=2[S:18]([CH:21]([CH3:23])[CH3:22])(=[O:20])=[O:19])[N:3]=1. The catalyst class is: 49.